Dataset: Forward reaction prediction with 1.9M reactions from USPTO patents (1976-2016). Task: Predict the product of the given reaction. (1) The product is: [CH2:1]([C:3]1[C:7]([C:8]([OH:19])=[O:22])=[C:6]([C:10]2[CH:15]=[CH:14][C:13]([CH3:16])=[CH:12][C:11]=2[F:17])[S:5][N:4]=1)[CH3:2]. Given the reactants [CH2:1]([C:3]1[C:7]([C:8]#N)=[C:6]([C:10]2[CH:15]=[CH:14][C:13]([CH3:16])=[CH:12][C:11]=2[F:17])[S:5][N:4]=1)[CH3:2].N([O-])=[O:19].[Na+].[OH2:22], predict the reaction product. (2) Given the reactants [C:1]([O:5][C:6](=[O:24])[CH2:7][N:8]([CH2:17][C:18]1[CH:23]=[CH:22][CH:21]=[CH:20][N:19]=1)[CH2:9][CH2:10][CH2:11][CH2:12][CH2:13][C:14]([OH:16])=O)([CH3:4])([CH3:3])[CH3:2].[S:25]([NH2:35])(=[O:34])([C:27]1[CH:32]=[CH:31][C:30]([NH2:33])=[CH:29][CH:28]=1)=[O:26].CN(C(ON1N=NC2C=CC=NC1=2)=[N+](C)C)C.F[P-](F)(F)(F)(F)F, predict the reaction product. The product is: [O:16]=[C:14]([NH:33][C:30]1[CH:31]=[CH:32][C:27]([S:25](=[O:34])(=[O:26])[NH2:35])=[CH:28][CH:29]=1)[CH2:13][CH2:12][CH2:11][CH2:10][CH2:9][N:8]([CH2:17][C:18]1[CH:23]=[CH:22][CH:21]=[CH:20][N:19]=1)[CH2:7][C:6]([O:5][C:1]([CH3:2])([CH3:3])[CH3:4])=[O:24]. (3) Given the reactants [H-].[Na+].[CH2:3]([O:5][C:6]([C:8]1[NH:9][CH:10]=[C:11]([CH3:19])[C:12]=1[C:13]1[CH:18]=[CH:17][CH:16]=[CH:15][CH:14]=1)=[O:7])[CH3:4].[CH3:20]I.[Na+].[Cl-], predict the reaction product. The product is: [CH2:3]([O:5][C:6]([C:8]1[N:9]([CH3:20])[CH:10]=[C:11]([CH3:19])[C:12]=1[C:13]1[CH:18]=[CH:17][CH:16]=[CH:15][CH:14]=1)=[O:7])[CH3:4]. (4) Given the reactants [Cl:1][C:2]1[CH:16]=[C:15]([O:17][CH2:18][CH:19]=[C:20]([Cl:22])[Cl:21])[CH:14]=[C:13]([Cl:23])[C:3]=1[O:4][CH2:5][CH2:6][CH2:7][O:8]S(C)(=O)=O.O[C:25]1[CH:32]=[CH:31][C:28]([C:29]#[N:30])=[CH:27][CH:26]=1.C(=O)([O-])[O-].[K+].[K+], predict the reaction product. The product is: [Cl:1][C:2]1[CH:16]=[C:15]([O:17][CH2:18][CH:19]=[C:20]([Cl:22])[Cl:21])[CH:14]=[C:13]([Cl:23])[C:3]=1[O:4][CH2:5][CH2:6][CH2:7][O:8][C:25]1[CH:32]=[CH:31][C:28]([C:29]#[N:30])=[CH:27][CH:26]=1. (5) Given the reactants [Br:1][C:2]1[CH:13]=[CH:12][C:5]2[O:6][CH2:7][CH2:8][CH2:9][C:10](=O)[C:4]=2[CH:3]=1.O=P(Cl)(Cl)[Cl:16].CN([CH:22]=[O:23])C, predict the reaction product. The product is: [Br:1][C:2]1[CH:13]=[CH:12][C:5]2[O:6][CH2:7][CH2:8][C:9]([CH:22]=[O:23])=[C:10]([Cl:16])[C:4]=2[CH:3]=1.